Dataset: Full USPTO retrosynthesis dataset with 1.9M reactions from patents (1976-2016). Task: Predict the reactants needed to synthesize the given product. Given the product [NH2:6][C:7]1[C:12]2=[C:13]([C:27]3[CH:28]=[CH:29][C:30]([NH:33][C:34]([NH:36][C:37]4[CH:42]=[C:41]([C:43]([F:45])([F:46])[F:44])[CH:40]=[CH:39][N:38]=4)=[O:35])=[CH:31][CH:32]=3)[C:14]([C:16]3[O:17][CH2:20][CH:19]([C:22]([O:24][CH2:25][CH3:26])=[O:23])[N:18]=3)=[CH:15][N:11]2[N:10]=[CH:9][N:8]=1, predict the reactants needed to synthesize it. The reactants are: C1COCC1.[NH2:6][C:7]1[C:12]2=[C:13]([C:27]3[CH:32]=[CH:31][C:30]([NH:33][C:34]([NH:36][C:37]4[CH:42]=[C:41]([C:43]([F:46])([F:45])[F:44])[CH:40]=[CH:39][N:38]=4)=[O:35])=[CH:29][CH:28]=3)[C:14]([C:16]([NH:18][C@H:19]([C:22]([O:24][CH2:25][CH3:26])=[O:23])[CH2:20]O)=[O:17])=[CH:15][N:11]2[N:10]=[CH:9][N:8]=1.CCN(S(F)(F)F)CC.C([O-])([O-])=O.[K+].[K+].